This data is from Reaction yield outcomes from USPTO patents with 853,638 reactions. The task is: Predict the reaction yield, written as a fraction of the theoretical maximum amount of product (1.0 means a 100% yield; for example, 0.34 means a 34% yield). (1) The reactants are [F:1][C:2]1[CH:7]=[C:6]([N:8]2[CH:13]=[CH:12][CH:11]=[CH:10][C:9]2=[O:14])[CH:5]=[CH:4][C:3]=1[CH2:15][C:16]([C:18]1[N:22]([C:23]2[CH:28]=[CH:27][C:26]([O:29][CH3:30])=[CH:25][CH:24]=2)[N:21]=[C:20]([C:31]#[N:32])[CH:19]=1)=[O:17].S(O)(O)(=O)=[O:34].C(OCC)(=O)C. The catalyst is O. The product is [F:1][C:2]1[CH:7]=[C:6]([N:8]2[CH:13]=[CH:12][CH:11]=[CH:10][C:9]2=[O:14])[CH:5]=[CH:4][C:3]=1[CH2:15][C:16]([C:18]1[N:22]([C:23]2[CH:24]=[CH:25][C:26]([O:29][CH3:30])=[CH:27][CH:28]=2)[N:21]=[C:20]([C:31]([NH2:32])=[O:34])[CH:19]=1)=[O:17]. The yield is 0.410. (2) The reactants are O[C:2]1[C:11]2[C:6](=[N:7][CH:8]=[CH:9][CH:10]=2)[N:5]([C:12]2[CH:17]=[CH:16][CH:15]=[CH:14][CH:13]=2)[C:4](=[O:18])[C:3]=1[C:19](=O)[CH2:20][C:21]1[CH:26]=[CH:25][C:24]([CH2:27][C:28]([O:30][CH2:31][CH3:32])=[O:29])=[CH:23][CH:22]=1.O.[NH2:35][NH2:36]. The catalyst is CN(C=O)C. The product is [CH2:31]([O:30][C:28]([CH2:27][C:24]1[CH:25]=[CH:26][C:21]([CH2:20][C:19]2[C:3]3[C:4](=[O:18])[N:5]([C:12]4[CH:13]=[CH:14][CH:15]=[CH:16][CH:17]=4)[C:6]4[N:7]=[CH:8][CH:9]=[CH:10][C:11]=4[C:2]=3[NH:36][N:35]=2)=[CH:22][CH:23]=1)=[O:29])[CH3:32]. The yield is 0.910.